Dataset: Reaction yield outcomes from USPTO patents with 853,638 reactions. Task: Predict the reaction yield, written as a fraction of the theoretical maximum amount of product (1.0 means a 100% yield; for example, 0.34 means a 34% yield). (1) The reactants are Br[C:2]1[CH:3]=[CH:4][C:5]2[N:6](C3C=CC(C4C=CC=CC=4)=CC=3)[C:7]3[C:12]([C:13]=2[CH:14]=1)=[CH:11][CH:10]=[CH:9][CH:8]=3.CC(C)([O-])C.[Na+].[C:33]1([CH3:40])[C:34](C)=[CH:35][CH:36]=[CH:37][CH:38]=1.[NH2:41][C:42]1[CH:47]=[CH:46][CH:45]=[CH:44][CH:43]=1.[C:48]1(C)[CH:53]=[CH:52]C=[CH:50][CH:49]=1. The catalyst is C([O-])(=O)C.[Pd+2].C([O-])(=O)C.[CH-]1C(P(C2C=CC=CC=2)C2C=CC=CC=2)=CC=C1.[CH-]1C(P(C2C=CC=CC=2)C2C=CC=CC=2)=CC=C1.[Fe+2]. The product is [C:40]1([C:33]2[CH:38]=[CH:37][CH:36]=[CH:35][CH:34]=2)[CH:52]=[CH:53][C:48]([C:13]2[C:5]3[NH:6][C:7]4[C:12](=[CH:11][CH:10]=[CH:9][CH:8]=4)[C:4]=3[CH:3]=[C:2]([NH:41][C:42]3[CH:47]=[CH:46][CH:45]=[CH:44][CH:43]=3)[CH:14]=2)=[CH:49][CH:50]=1. The yield is 0.930. (2) The reactants are [CH3:1][O:2][C:3](=[O:24])[C@H:4]([CH2:16][C:17]1[CH:22]=[CH:21][C:20]([NH2:23])=[CH:19][CH:18]=1)[NH:5][C:6]([C:8]1[C:13]([CH3:14])=[CH:12][CH:11]=[CH:10][C:9]=1[Cl:15])=[S:7].[Cl:25][C:26]1[CH:34]=[CH:33][CH:32]=[C:31]([Cl:35])[C:27]=1[C:28](Cl)=[O:29].C(N(C(C)C)CC)(C)C.O. The catalyst is ClCCl. The product is [CH3:1][O:2][C:3](=[O:24])[C@H:4]([CH2:16][C:17]1[CH:22]=[CH:21][C:20]([NH:23][C:28]([C:27]2[C:26]([Cl:25])=[CH:34][CH:33]=[CH:32][C:31]=2[Cl:35])=[O:29])=[CH:19][CH:18]=1)[NH:5][C:6]([C:8]1[C:13]([CH3:14])=[CH:12][CH:11]=[CH:10][C:9]=1[Cl:15])=[S:7]. The yield is 0.830. (3) The reactants are FC(F)(F)C([N:5]1[CH:10]2[CH2:11][CH2:12][CH:6]1[CH2:7][C:8](=[C:13]1[C:26]3[CH:25]=[CH:24][CH:23]=[C:22]([NH:27][CH:28]=[O:29])[C:21]=3[O:20][C:19]3[C:14]1=[CH:15][CH:16]=[CH:17][CH:18]=3)[CH2:9]2)=O.C([O-])([O-])=O.[K+].[K+]. The catalyst is CO. The product is [CH:10]12[NH:5][CH:6]([CH2:12][CH2:11]1)[CH2:7][C:8](=[C:13]1[C:26]3[CH:25]=[CH:24][CH:23]=[C:22]([NH:27][CH:28]=[O:29])[C:21]=3[O:20][C:19]3[C:14]1=[CH:15][CH:16]=[CH:17][CH:18]=3)[CH2:9]2. The yield is 0.370. (4) The reactants are [I-].[NH2:2][N+:3]1[CH:8]=[CH:7][CH:6]=[CH:5][CH:4]=1.C(=O)([O-])[O-].[K+].[K+].[CH2:15]([O:17][C:18](=[O:25])[C:19]#[C:20][C:21]([OH:24])([CH3:23])[CH3:22])[CH3:16]. The catalyst is CN(C)C=O. The product is [CH2:15]([O:17][C:18]([C:19]1[C:20]([C:21]([OH:24])([CH3:23])[CH3:22])=[N:2][N:3]2[CH:8]=[CH:7][CH:6]=[CH:5][C:4]=12)=[O:25])[CH3:16]. The yield is 0.770.